Dataset: Catalyst prediction with 721,799 reactions and 888 catalyst types from USPTO. Task: Predict which catalyst facilitates the given reaction. (1) Reactant: Br[CH2:2][C:3]([NH:5][C:6]1[CH:11]=[C:10]([Cl:12])[N:9]=[C:8]([C:13]2[CH:18]=[CH:17][CH:16]=[CH:15][CH:14]=2)[N:7]=1)=[O:4].[NH:19]1[CH2:24][CH2:23][CH2:22][CH2:21][CH2:20]1. Product: [Cl:12][C:10]1[N:9]=[C:8]([C:13]2[CH:18]=[CH:17][CH:16]=[CH:15][CH:14]=2)[N:7]=[C:6]([NH:5][C:3](=[O:4])[CH2:2][N:19]2[CH2:24][CH2:23][CH2:22][CH2:21][CH2:20]2)[CH:11]=1. The catalyst class is: 10. (2) Reactant: [OH-].[Na+].[OH:3][CH:4]([C:19]1[CH:24]=[CH:23][N:22]=[CH:21][CH:20]=1)[C:5]1[O:6][C:7]2[CH:13]=[CH:12][C:11]([CH2:14][C:15]([O:17]C)=[O:16])=[CH:10][C:8]=2[CH:9]=1.Cl. Product: [OH:3][CH:4]([C:19]1[CH:20]=[CH:21][N:22]=[CH:23][CH:24]=1)[C:5]1[O:6][C:7]2[CH:13]=[CH:12][C:11]([CH2:14][C:15]([OH:17])=[O:16])=[CH:10][C:8]=2[CH:9]=1.[C:4]([C:5]1[O:6][C:7]2[CH:13]=[CH:12][C:11]([CH2:14][C:15]([OH:17])=[O:16])=[CH:10][C:8]=2[CH:9]=1)(=[O:3])[C:19]1[CH:20]=[CH:21][N:22]=[CH:23][CH:24]=1. The catalyst class is: 24.